This data is from Full USPTO retrosynthesis dataset with 1.9M reactions from patents (1976-2016). The task is: Predict the reactants needed to synthesize the given product. (1) Given the product [CH3:18][C@H:19]([NH:23][C:2]1[N:10]=[C:9]2[C:5]([N:6]=[CH:7][N:8]2[CH:11]2[CH2:16][CH2:15][CH2:14][CH2:13][O:12]2)=[C:4]([NH2:17])[N:3]=1)[CH2:20][CH2:21][CH3:22], predict the reactants needed to synthesize it. The reactants are: F[C:2]1[N:10]=[C:9]2[C:5]([N:6]=[CH:7][N:8]2[CH:11]2[CH2:16][CH2:15][CH2:14][CH2:13][O:12]2)=[C:4]([NH2:17])[N:3]=1.[CH3:18][C@H:19]([NH2:23])[CH2:20][CH2:21][CH3:22]. (2) Given the product [Cl:38][C:8]1[CH:9]=[C:10]([S:13][C:14]2[CH:19]=[C:18]([O:20][CH2:21][CH:22]3[CH2:23][CH2:24][N:25]([CH3:28])[CH2:26][CH2:27]3)[CH:17]=[C:16]([C:29]#[C:30][C:31]3[CH:36]=[CH:35][C:34]([Cl:37])=[CH:33][CH:32]=3)[CH:15]=2)[CH:11]=[CH:12][C:7]=1[O:6][CH2:5][C:4]([OH:39])=[O:3], predict the reactants needed to synthesize it. The reactants are: C([O:3][C:4](=[O:39])[CH2:5][O:6][C:7]1[CH:12]=[CH:11][C:10]([S:13][C:14]2[CH:19]=[C:18]([O:20][CH2:21][CH:22]3[CH2:27][CH2:26][N:25]([CH3:28])[CH2:24][CH2:23]3)[CH:17]=[C:16]([C:29]#[C:30][C:31]3[CH:36]=[CH:35][C:34]([Cl:37])=[CH:33][CH:32]=3)[CH:15]=2)=[CH:9][C:8]=1[Cl:38])C.[OH-].[Na+].Cl. (3) The reactants are: [CH3:1][O:2][C:3]1[CH:4]=[C:5]2[C:10](=[CH:11][CH:12]=1)[O:9][CH2:8][CH2:7][CH:6]2[C:13]#[N:14].[C:15]([O-])(=[O:17])[CH3:16].[Na+]. Given the product [CH3:1][O:2][C:3]1[CH:4]=[C:5]2[C:10](=[CH:11][CH:12]=1)[O:9][CH2:8][CH2:7][CH:6]2[CH2:13][NH:14][C:15](=[O:17])[CH3:16], predict the reactants needed to synthesize it.